Dataset: Forward reaction prediction with 1.9M reactions from USPTO patents (1976-2016). Task: Predict the product of the given reaction. (1) The product is: [N:11]1([C:2]2[CH:3]=[C:4]([C@@H:8]([NH2:10])[CH3:9])[CH:5]=[CH:6][CH:7]=2)[CH:15]=[N:14][CH:13]=[N:12]1. Given the reactants Br[C:2]1[CH:3]=[C:4]([C@@H:8]([NH2:10])[CH3:9])[CH:5]=[CH:6][CH:7]=1.[NH:11]1[CH:15]=[N:14][CH:13]=[N:12]1.C(=O)([O-])[O-].[K+].[K+], predict the reaction product. (2) Given the reactants C1(P(C2C=CC=CC=2)C2C=CC=CC=2)C=CC=CC=1.O1CCOCC1.Br[C:27]1[N:35]2[C:30]([CH:31]=[N:32][C:33]([S:36]([CH3:38])=[O:37])=[N:34]2)=[CH:29][CH:28]=1.[N:39]1[CH:44]=[CH:43][CH:42]=[C:41](B(O)O)[CH:40]=1.C(=O)([O-])[O-].[Na+].[Na+].O.C(O)C, predict the reaction product. The product is: [CH3:38][S:36]([C:33]1[N:32]=[CH:31][C:30]2=[CH:29][CH:28]=[C:27]([C:41]3[CH:40]=[N:39][CH:44]=[CH:43][CH:42]=3)[N:35]2[N:34]=1)=[O:37].